This data is from Full USPTO retrosynthesis dataset with 1.9M reactions from patents (1976-2016). The task is: Predict the reactants needed to synthesize the given product. (1) Given the product [C:14]1([C:44]2[CH:45]=[CH:46][CH:47]=[CH:48][CH:49]=2)[C:15]([C:20]([N:22]2[CH2:27][C:26](=[O:28])[CH2:25][CH2:24][CH:23]2[CH2:30][NH:31][C:32]([C:34]2[CH:35]=[CH:36][CH:37]=[C:38]3[C:43]=2[N:42]=[CH:41][CH:40]=[CH:39]3)=[O:33])=[O:21])=[CH:16][CH:17]=[CH:18][CH:19]=1, predict the reactants needed to synthesize it. The reactants are: N1C2C(=CC=CC=2C(O)=O)C=CC=1.[C:14]1([C:44]2[CH:49]=[CH:48][CH:47]=[CH:46][CH:45]=2)[C:15]([C:20]([N:22]2[CH:27]=[C:26]([O:28]C)[CH2:25][CH2:24][CH:23]2[CH2:30][NH:31][C:32]([C:34]2[CH:35]=[CH:36][CH:37]=[C:38]3[C:43]=2[N:42]=[CH:41][CH:40]=[CH:39]3)=[O:33])=[O:21])=[CH:16][CH:17]=[CH:18][CH:19]=1.C(O)(C(F)(F)F)=O. (2) Given the product [NH2:7][CH2:8][C@H:9]1[CH2:10][CH2:11][C@H:12]([CH2:15][NH:16][C:17](=[O:32])[C:18]2[CH:23]=[C:22]([C:24]([F:26])([F:27])[F:25])[CH:21]=[C:20]([C:28]([F:29])([F:30])[F:31])[CH:19]=2)[CH2:13][CH2:14]1, predict the reactants needed to synthesize it. The reactants are: C(OC(=O)[NH:7][CH2:8][C@H:9]1[CH2:14][CH2:13][C@H:12]([CH2:15][NH:16][C:17](=[O:32])[C:18]2[CH:23]=[C:22]([C:24]([F:27])([F:26])[F:25])[CH:21]=[C:20]([C:28]([F:31])([F:30])[F:29])[CH:19]=2)[CH2:11][CH2:10]1)(C)(C)C.FC(F)(F)C(O)=O. (3) Given the product [P:1]([O-:5])([O-:4])([O-:3])=[O:2].[Y+3:6].[O-2:7].[Y+3:6].[O-2:2].[O-2:2].[Y+3:6], predict the reactants needed to synthesize it. The reactants are: [P:1](=[O:5])([OH:4])([OH:3])[OH:2].[Y:6].[O-2:7].[Y+3].[O-2].[O-2].[Y+3]. (4) Given the product [CH:23]1([C:20]2[CH:21]=[CH:22][C:17]([NH:16][C:7]3[C:8]4[CH:9]=[N:10][CH:11]=[CH:12][C:13]=4[N:14]([CH3:15])[C:6]=3[C:4]([OH:5])=[O:3])=[C:18]([F:26])[CH:19]=2)[CH2:25][CH2:24]1, predict the reactants needed to synthesize it. The reactants are: C([O:3][C:4]([C:6]1[N:14]([CH3:15])[C:13]2[CH:12]=[CH:11][N:10]=[CH:9][C:8]=2[C:7]=1[NH:16][C:17]1[CH:22]=[CH:21][C:20]([CH:23]2[CH2:25][CH2:24]2)=[CH:19][C:18]=1[F:26])=[O:5])C.[OH-].[Na+]. (5) Given the product [N+:1]([C:4]1[CH:12]=[CH:11][C:7]2[C:8](=[O:10])[O:9][C:15](=[O:17])[NH:13][C:6]=2[CH:5]=1)([O-:3])=[O:2], predict the reactants needed to synthesize it. The reactants are: [N+:1]([C:4]1[CH:5]=[C:6]([NH2:13])[C:7](=[CH:11][CH:12]=1)[C:8]([OH:10])=[O:9])([O-:3])=[O:2].Cl[C:15](Cl)([O:17]C(=O)OC(Cl)(Cl)Cl)Cl.